Predict the product of the given reaction. From a dataset of Forward reaction prediction with 1.9M reactions from USPTO patents (1976-2016). (1) Given the reactants Br[CH2:2][CH2:3][C:4]1[CH:9]=[CH:8][C:7]([N+:10]([O-:12])=[O:11])=[CH:6][CH:5]=1.[CH2:13]([NH:20][CH2:21][CH2:22][CH2:23][N:24]1[CH2:29][CH2:28][O:27][CH2:26][CH2:25]1)[C:14]1[CH:19]=[CH:18][CH:17]=[CH:16][CH:15]=1.C(=O)([O-])[O-].[K+].[K+], predict the reaction product. The product is: [CH2:13]([N:20]([CH2:2][CH2:3][C:4]1[CH:9]=[CH:8][C:7]([N+:10]([O-:12])=[O:11])=[CH:6][CH:5]=1)[CH2:21][CH2:22][CH2:23][N:24]1[CH2:29][CH2:28][O:27][CH2:26][CH2:25]1)[C:14]1[CH:19]=[CH:18][CH:17]=[CH:16][CH:15]=1. (2) Given the reactants N[C:2]1[C:10]2[C:5](=[N:6][C:7]([CH:31]([CH3:33])[CH3:32])=[CH:8][C:9]=2[C:11]2[CH:16]=[CH:15][C:14]([NH:17][C:18]([NH:20][C:21]3[CH:26]=[CH:25][CH:24]=[C:23]([C:27]([F:30])([F:29])[F:28])[CH:22]=3)=[O:19])=[CH:13][CH:12]=2)[N:4]([CH3:34])[N:3]=1.S(=O)(=O)(O)O.N([O-])=O.[Na+], predict the reaction product. The product is: [CH:31]([C:7]1[N:6]=[C:5]2[N:4]([CH3:34])[N:3]=[CH:2][C:10]2=[C:9]([C:11]2[CH:12]=[CH:13][C:14]([NH:17][C:18]([NH:20][C:21]3[CH:26]=[CH:25][CH:24]=[C:23]([C:27]([F:28])([F:29])[F:30])[CH:22]=3)=[O:19])=[CH:15][CH:16]=2)[CH:8]=1)([CH3:33])[CH3:32]. (3) Given the reactants [NH2:1][CH:2]([C:10]([N:12]1[CH2:17][CH2:16][CH2:15][CH2:14][CH:13]1[C:18](=[O:35])[NH:19][CH:20]([C:32](=[O:34])[NH2:33])[CH2:21][C:22]1[CH:31]=[CH:30][C:29]2[C:24](=[CH:25][CH:26]=[CH:27][CH:28]=2)[CH:23]=1)=[O:11])[CH2:3][S:4][CH2:5][P:6](=[O:9])([OH:8])[OH:7].Cl[C:37]([O:39][CH2:40][C:41]1[CH:46]=[CH:45][CH:44]=[CH:43][CH:42]=1)=[O:38].CCN(C(C)C)C(C)C, predict the reaction product. The product is: [CH2:40]([O:39][C:37]([NH:1][CH:2]([C:10]([N:12]1[CH2:17][CH2:16][CH2:15][CH2:14][CH:13]1[C:18](=[O:35])[NH:19][CH:20]([C:32](=[O:34])[NH2:33])[CH2:21][C:22]1[CH:31]=[CH:30][C:29]2[C:24](=[CH:25][CH:26]=[CH:27][CH:28]=2)[CH:23]=1)=[O:11])[CH2:3][S:4][CH2:5][P:6](=[O:8])([OH:7])[OH:9])=[O:38])[C:41]1[CH:46]=[CH:45][CH:44]=[CH:43][CH:42]=1. (4) Given the reactants N1(C2SC(C(N)=O)=C(OCC3C=CC=CC=3C(F)(F)F)N=2)C2C=CC=CC=2N=C1.Cl[C:31]1[S:32][C:33]([C:48]([NH2:50])=[O:49])=[C:34]([O:36][CH2:37][C:38]2[CH:43]=[CH:42][CH:41]=[CH:40][C:39]=2[C:44]([F:47])([F:46])[F:45])[N:35]=1.[CH3:51][C:52]1[C:60]([CH3:61])=[CH:59][C:55]2[N:56]=[CH:57][NH:58][C:54]=2[CH:53]=1.C([O-])([O-])=O.[K+].[K+], predict the reaction product. The product is: [CH3:51][C:52]1[C:60]([CH3:61])=[CH:59][C:55]2[N:56]([C:31]3[S:32][C:33]([C:48]([NH2:50])=[O:49])=[C:34]([O:36][CH2:37][C:38]4[CH:43]=[CH:42][CH:41]=[CH:40][C:39]=4[C:44]([F:47])([F:46])[F:45])[N:35]=3)[CH:57]=[N:58][C:54]=2[CH:53]=1. (5) Given the reactants Cl[C:2]1[N:3]=[CH:4][C:5]2[CH2:6][CH2:7][CH2:8][C:9]3([C:15](=[O:16])[N:14]([CH3:17])[C:13](=[O:18])[NH:12]3)[C:10]=2[CH:11]=1.[Cl:19][C:20]1[CH:21]=[C:22](B(O)O)[CH:23]=[CH:24][CH:25]=1.C(=O)([O-])[O-].[Na+].[Na+].O1CCOCC1, predict the reaction product. The product is: [Cl:19][C:20]1[CH:25]=[C:24]([C:2]2[N:3]=[CH:4][C:5]3[CH2:6][CH2:7][CH2:8][C:9]4([C:15](=[O:16])[N:14]([CH3:17])[C:13](=[O:18])[NH:12]4)[C:10]=3[CH:11]=2)[CH:23]=[CH:22][CH:21]=1.